Dataset: Forward reaction prediction with 1.9M reactions from USPTO patents (1976-2016). Task: Predict the product of the given reaction. (1) Given the reactants C[O:2][C:3](=[O:31])[CH2:4][O:5][C:6]1[CH:11]=[CH:10][C:9]([O:12][CH2:13][CH:14]=[C:15]([C:23]2[CH:28]=[CH:27][C:26]([Br:29])=[CH:25][CH:24]=2)[C:16]2[CH:21]=[CH:20][C:19]([Br:22])=[CH:18][CH:17]=2)=[CH:8][C:7]=1[CH3:30].[OH-].[Na+], predict the reaction product. The product is: [Br:22][C:19]1[CH:18]=[CH:17][C:16]([C:15]([C:23]2[CH:28]=[CH:27][C:26]([Br:29])=[CH:25][CH:24]=2)=[CH:14][CH2:13][O:12][C:9]2[CH:10]=[CH:11][C:6]([O:5][CH2:4][C:3]([OH:31])=[O:2])=[C:7]([CH3:30])[CH:8]=2)=[CH:21][CH:20]=1. (2) Given the reactants [I:1][C:2]1[CH:3]=[C:4]([CH:8]=[CH:9][CH:10]=1)[C:5]([OH:7])=O.O[CH2:12][N:13]1C(=O)C2=CC=CC=C2C1=O, predict the reaction product. The product is: [I:1][C:2]1[CH:3]=[C:4]2[C:8]([CH2:12][NH:13][C:5]2=[O:7])=[CH:9][CH:10]=1. (3) Given the reactants [Li+].CC([N-]C(C)C)C.[C:9]1([C:19]2[CH:24]=[CH:23][CH:22]=[CH:21][CH:20]=2)[CH:14]=[CH:13][CH:12]=[C:11]([CH2:15][C:16]([OH:18])=[O:17])[CH:10]=1.Br[CH2:26][C:27]([CH3:29])=[CH2:28].Cl, predict the reaction product. The product is: [C:9]1([C:19]2[CH:24]=[CH:23][CH:22]=[CH:21][CH:20]=2)[CH:14]=[CH:13][CH:12]=[C:11]([CH:15]([CH2:28][C:27]([CH3:29])=[CH2:26])[C:16]([OH:18])=[O:17])[CH:10]=1. (4) Given the reactants C([O:8][C:9]1[CH:10]=[C:11]([C:44]2[CH:49]=[CH:48][C:47]([P:50](=[O:55])([O:53][CH3:54])[O:51][CH3:52])=[CH:46][CH:45]=2)[CH:12]=[CH:13][C:14]=1[C@@H:15]1[C@@H:18]([CH2:19][CH2:20][C@H:21]([O:29][Si:30]([C:33]([CH3:36])([CH3:35])[CH3:34])([CH3:32])[CH3:31])[C:22]2[CH:27]=[CH:26][C:25]([F:28])=[CH:24][CH:23]=2)[C:17](=[O:37])[N:16]1[C:38]1[CH:43]=[CH:42][CH:41]=[CH:40][CH:39]=1)C1C=CC=CC=1.O, predict the reaction product. The product is: [OH:8][C:9]1[CH:10]=[C:11]([C:44]2[CH:49]=[CH:48][C:47]([P:50](=[O:55])([O:53][CH3:54])[O:51][CH3:52])=[CH:46][CH:45]=2)[CH:12]=[CH:13][C:14]=1[C@@H:15]1[C@@H:18]([CH2:19][CH2:20][C@H:21]([O:29][Si:30]([C:33]([CH3:34])([CH3:35])[CH3:36])([CH3:32])[CH3:31])[C:22]2[CH:27]=[CH:26][C:25]([F:28])=[CH:24][CH:23]=2)[C:17](=[O:37])[N:16]1[C:38]1[CH:43]=[CH:42][CH:41]=[CH:40][CH:39]=1. (5) The product is: [Br:1][C:2]1[C:11]([CH2:12][CH2:13][CH3:14])=[CH:10][C:9]2[C:4](=[CH:5][CH:6]=[C:7]([O:15][CH3:16])[CH:8]=2)[C:3]=1[O:17][CH2:27][O:28][CH3:29]. Given the reactants [Br:1][C:2]1[C:11]([CH2:12][CH2:13][CH3:14])=[CH:10][C:9]2[C:4](=[CH:5][CH:6]=[C:7]([O:15][CH3:16])[CH:8]=2)[C:3]=1[OH:17].C(N(C(C)C)CC)(C)C.[CH3:27][O:28][CH2:29]Cl, predict the reaction product.